This data is from Forward reaction prediction with 1.9M reactions from USPTO patents (1976-2016). The task is: Predict the product of the given reaction. (1) The product is: [Cl:19][C:18]1[C:12]2[O:11][CH2:10][CH2:9][NH:8][CH2:14][C:13]=2[CH:15]=[CH:16][N:17]=1. Given the reactants C([N:8]1[CH2:14][C:13]2[CH:15]=[CH:16][N:17]=[C:18]([Cl:19])[C:12]=2[O:11][CH2:10][CH2:9]1)C1C=CC=CC=1.ClC(OC(Cl)C)=O, predict the reaction product. (2) The product is: [CH3:1][O:2][C:3](=[O:10])[C@:4]([CH2:8][O:9][CH:12]([F:20])[F:11])([CH3:7])[CH:5]=[CH2:6]. Given the reactants [CH3:1][O:2][C:3](=[O:10])[C@:4]([CH2:8][OH:9])([CH3:7])[CH:5]=[CH2:6].[F:11][C:12]([F:20])(S(F)(=O)=O)C(O)=O.O, predict the reaction product. (3) The product is: [Br-:1].[F:37][C:33]1[CH:32]=[C:31]([CH:23]([C:24]2[CH:29]=[CH:28][CH:27]=[C:26]([F:30])[CH:25]=2)[O:22][C:21]([NH:20][C@@H:14]2[CH:15]3[CH2:16][CH2:17][N+:12]([CH2:2][C:3]([C:5]4[S:9][C:8]([C:10]#[N:11])=[CH:7][CH:6]=4)=[O:4])([CH2:19][CH2:18]3)[CH2:13]2)=[O:38])[CH:36]=[CH:35][CH:34]=1. Given the reactants [Br:1][CH2:2][C:3]([C:5]1[S:9][C:8]([C:10]#[N:11])=[CH:7][CH:6]=1)=[O:4].[N:12]12[CH2:19][CH2:18][CH:15]([CH2:16][CH2:17]1)[C@@H:14]([NH:20][C:21](=[O:38])[O:22][CH:23]([C:31]1[CH:36]=[CH:35][CH:34]=[C:33]([F:37])[CH:32]=1)[C:24]1[CH:29]=[CH:28][CH:27]=[C:26]([F:30])[CH:25]=1)[CH2:13]2.CCOCC, predict the reaction product. (4) Given the reactants [OH:1][C:2]1[CH:3]=[CH:4][C:5]([CH2:9][C:10]([O:12][CH2:13][CH3:14])=[O:11])=[N:6][C:7]=1I.[N:15]1[CH:20]=[CH:19][C:18]([CH:21]([OH:24])[C:22]#[CH:23])=[CH:17][CH:16]=1, predict the reaction product. The product is: [C:21]([C:22]1[O:1][C:2]2[C:7](=[N:6][C:5]([CH2:9][C:10]([O:12][CH2:13][CH3:14])=[O:11])=[CH:4][CH:3]=2)[CH:23]=1)(=[O:24])[C:18]1[CH:19]=[CH:20][N:15]=[CH:16][CH:17]=1. (5) Given the reactants C([O:4][C@H:5]1[C@H:9]([CH2:10]/[CH:11]=[CH:12]\[CH2:13][CH2:14][CH2:15][C:16]([O:18]C)=[O:17])[C@@H:8]([CH2:20][O:21][Si:22]([CH3:28])([CH3:27])[C:23]([CH3:26])([CH3:25])[CH3:24])[C@H:7]([O:29][CH:30]2[CH2:35][CH2:34][CH2:33][CH2:32][O:31]2)[CH2:6]1)(=O)C.[OH-].[Na+].Cl.C(=O)([O-])O.[Na+].[I:44]I.S([O-])([O-])(=O)=S.[Na+].[Na+], predict the reaction product. The product is: [CH3:27][Si:22]([CH3:28])([C:23]([CH3:24])([CH3:26])[CH3:25])[O:21][CH2:20][C@H:8]1[C@H:7]([O:29][CH:30]2[CH2:35][CH2:34][CH2:33][CH2:32][O:31]2)[CH2:6][C@@H:5]([OH:4])[C@@H:9]1[CH2:10][CH:11]([C@H:12]1[O:17][C:16](=[O:18])[CH2:15][CH2:14][CH2:13]1)[I:44].